From a dataset of CYP2C19 inhibition data for predicting drug metabolism from PubChem BioAssay. Regression/Classification. Given a drug SMILES string, predict its absorption, distribution, metabolism, or excretion properties. Task type varies by dataset: regression for continuous measurements (e.g., permeability, clearance, half-life) or binary classification for categorical outcomes (e.g., BBB penetration, CYP inhibition). Dataset: cyp2c19_veith. (1) The molecule is CCOC(=O)N/N=C1/C[C@@H](O)[C@@H](O)[C@H]2[C@@H]1CC[C@@H]1C(=O)N(c3cccc(Oc4ccccc4)c3)C(=O)[C@H]12. The result is 0 (non-inhibitor). (2) The drug is O=C(c1ccccc1)C1CN(c2ccccc2)CC1c1ccc(Cl)cc1. The result is 1 (inhibitor). (3) The drug is CCc1cccc2c(C=C(C#N)C#N)cn(CC(=O)N3CCCC3)c12. The result is 0 (non-inhibitor).